Predict the reaction yield, written as a fraction of the theoretical maximum amount of product (1.0 means a 100% yield; for example, 0.34 means a 34% yield). From a dataset of Reaction yield outcomes from USPTO patents with 853,638 reactions. (1) The reactants are O1CCCC1.CS(C)=O.[N:10]1[CH:15]=[CH:14][CH:13]=[CH:12][C:11]=1[CH2:16][CH2:17][C:18]1[CH:23]=[CH:22][C:21](/[CH:24]=[CH:25]/[N+:26]([O-:28])=[O:27])=[CH:20][CH:19]=1.C(O)(=O)C.[BH4-].[Na+]. The catalyst is O. The product is [N:10]1[CH:15]=[CH:14][CH:13]=[CH:12][C:11]=1[CH2:16][CH2:17][C:18]1[CH:19]=[CH:20][C:21]([CH2:24][CH2:25][N+:26]([O-:28])=[O:27])=[CH:22][CH:23]=1. The yield is 0.740. (2) The yield is 0.360. The reactants are [C:1]12([CH2:11][CH2:12][N:13]([CH2:26][CH2:27][CH2:28][CH2:29][CH3:30])[C:14](=[O:25])[CH2:15][CH2:16][N:17]=[CH:18][C:19]3[CH:24]=[CH:23][N:22]=[CH:21][CH:20]=3)[CH2:10][CH:5]3[CH2:6][CH:7]([CH2:9][CH:3]([CH2:4]3)[CH2:2]1)[CH2:8]2. The product is [C:1]12([CH2:11][CH2:12][N:13]([CH2:26][CH2:27][CH2:28][CH2:29][CH3:30])[C:14](=[O:25])[CH2:15][CH2:16][NH:17][CH2:18][C:19]3[CH:24]=[CH:23][N:22]=[CH:21][CH:20]=3)[CH2:8][CH:7]3[CH2:6][CH:5]([CH2:4][CH:3]([CH2:9]3)[CH2:2]1)[CH2:10]2. The catalyst is CO.[Pd]. (3) The reactants are [CH3:1][Si:2]([CH3:9])([CH3:8])[C:3]#[C:4][CH2:5][CH2:6][OH:7].[CH3:10][C:11]1[CH:16]=[CH:15][C:14]([S:17](Cl)(=[O:19])=[O:18])=[CH:13][CH:12]=1.N1C=CC=CC=1. The catalyst is ClCCl. The product is [CH3:10][C:11]1[CH:16]=[CH:15][C:14]([S:17]([O:7][CH2:6][CH2:5][C:4]#[C:3][Si:2]([CH3:9])([CH3:8])[CH3:1])(=[O:19])=[O:18])=[CH:13][CH:12]=1. The yield is 0.760. (4) The reactants are C[O:2][C:3](=[O:22])[CH:4]=[CH:5][C:6]1[CH:11]=[CH:10][CH:9]=[C:8]([S:12](=[O:21])(=[O:20])[NH:13][C:14]2[CH:19]=[CH:18][CH:17]=[CH:16][CH:15]=2)[CH:7]=1.[OH-].[Na+]. The catalyst is CO. The product is [C:14]1([NH:13][S:12]([C:8]2[CH:7]=[C:6]([CH:5]=[CH:4][C:3]([OH:22])=[O:2])[CH:11]=[CH:10][CH:9]=2)(=[O:21])=[O:20])[CH:15]=[CH:16][CH:17]=[CH:18][CH:19]=1. The yield is 0.820. (5) The reactants are Cl.[CH2:2]([O:4][P:5]([C:10]([C:13]1[CH:18]=[CH:17][C:16]([CH2:19][NH:20][CH2:21][C:22]2[CH:27]=[CH:26][C:25]([C:28]([P:31]([O:36][CH2:37][CH3:38])([O:33][CH2:34][CH3:35])=[O:32])([F:30])[F:29])=[CH:24][CH:23]=2)=[CH:15][CH:14]=1)([F:12])[F:11])(=[O:9])[O:6][CH2:7][CH3:8])[CH3:3].[Cl:39][C:40]1[CH:45]=[CH:44][CH:43]=[CH:42][C:41]=1[S:46](Cl)(=[O:48])=[O:47]. The catalyst is CN(C1C=CN=CC=1)C.C(Cl)Cl. The product is [CH2:37]([O:36][P:31]([C:28]([C:25]1[CH:26]=[CH:27][C:22]([CH2:21][N:20]([S:46]([C:41]2[CH:42]=[CH:43][CH:44]=[CH:45][C:40]=2[Cl:39])(=[O:48])=[O:47])[CH2:19][C:16]2[CH:15]=[CH:14][C:13]([C:10]([P:5]([O:6][CH2:7][CH3:8])([O:4][CH2:2][CH3:3])=[O:9])([F:11])[F:12])=[CH:18][CH:17]=2)=[CH:23][CH:24]=1)([F:30])[F:29])(=[O:32])[O:33][CH2:34][CH3:35])[CH3:38]. The yield is 0.510. (6) The reactants are [OH:1][C:2]([C:34]1[CH:39]=[CH:38][CH:37]=[CH:36][CH:35]=1)([C:28]1[CH:33]=[CH:32][CH:31]=[CH:30][CH:29]=1)[CH:3]1[CH2:8][CH2:7][N:6]([CH2:9][CH2:10][CH2:11][C:12]([C:14]2[CH:19]=[CH:18][C:17]([C:20]([CH3:27])([CH3:26])[C:21]([O:23]CC)=[O:22])=[CH:16][CH:15]=2)=[O:13])[CH2:5][CH2:4]1.[OH-].[Na+].[BH4-].[Na+].CC(C)=O.[ClH:48]. The catalyst is O.CO. The product is [OH2:1].[ClH:48].[OH:1][C:2]([C:34]1[CH:35]=[CH:36][CH:37]=[CH:38][CH:39]=1)([C:28]1[CH:29]=[CH:30][CH:31]=[CH:32][CH:33]=1)[CH:3]1[CH2:8][CH2:7][N:6]([CH2:9][CH2:10][CH2:11][CH:12]([C:14]2[CH:19]=[CH:18][C:17]([C:20]([CH3:27])([CH3:26])[C:21]([OH:23])=[O:22])=[CH:16][CH:15]=2)[OH:13])[CH2:5][CH2:4]1. The yield is 0.980.